This data is from Forward reaction prediction with 1.9M reactions from USPTO patents (1976-2016). The task is: Predict the product of the given reaction. (1) The product is: [OH:8][C:9]1[CH:18]=[CH:17][CH:16]=[C:15]2[C:10]=1[C:11](=[O:27])[CH:12]=[C:13]([C:19]1[CH:24]=[CH:23][CH:22]=[CH:21][C:20]=1[O:25][CH3:26])[O:14]2. Given the reactants C([O:8][C:9]1[CH:18]=[CH:17][CH:16]=[C:15]2[C:10]=1[C:11](=[O:27])[CH:12]=[C:13]([C:19]1[CH:24]=[CH:23][CH:22]=[CH:21][C:20]=1[O:25][CH3:26])[O:14]2)C1C=CC=CC=1.C(OCC)(=O)C.CCCCCC, predict the reaction product. (2) Given the reactants Cl.[C:2]([CH2:5][O:6][C:7]1[CH:8]=[C:9]([CH:19]=[C:20]([O:22][CH3:23])[CH:21]=1)[C:10]([NH:12][CH:13]1[CH2:18][CH2:17][NH:16][CH2:15][CH2:14]1)=[O:11])(=[O:4])[NH2:3].C(O[C:27](=O)[C:28]1[CH:33]=[C:32]([O:34][CH2:35][CH3:36])[C:31]([Cl:37])=[C:30]([O:38][CH2:39][CH3:40])[CH:29]=1)C.[Cl:37][C:31]1[C:32]([O:34][CH2:35][CH3:36])=[CH:33][C:28]([CH2:27]N2CCC(NC(=O)C3C=C(OC)C=C(CO)C=3)CC2)=[CH:29][C:30]=1[O:38][CH2:39][CH3:40].C([BH3-])#N.[Na+].C(N(C(C)C)C(C)C)C, predict the reaction product. The product is: [C:2]([CH2:5][O:6][C:7]1[CH:8]=[C:9]([CH:19]=[C:20]([O:22][CH3:23])[CH:21]=1)[C:10]([NH:12][CH:13]1[CH2:14][CH2:15][N:16]([CH2:27][C:28]2[CH:33]=[C:32]([O:34][CH2:35][CH3:36])[C:31]([Cl:37])=[C:30]([O:38][CH2:39][CH3:40])[CH:29]=2)[CH2:17][CH2:18]1)=[O:11])(=[O:4])[NH2:3]. (3) Given the reactants Br[C:2]1[CH:3]=[C:4]2[C:13](=[CH:14][C:15]=1[F:16])[CH:12]1[CH2:17][CH:10]([CH2:11]1)[N:9]1[C:5]2=[N:6][C:7]([C:22]([NH2:24])=[O:23])=[C:8]1[C:18]([NH:20][CH3:21])=[O:19].[CH3:25][C:26]1[O:30][N:29]=[C:28]([C@:31]([OH:35])([C:33]#[CH:34])[CH3:32])[N:27]=1, predict the reaction product. The product is: [F:16][C:15]1[CH:14]=[C:13]2[C:4]([C:5]3[N:9]([CH:10]4[CH2:17][CH:12]2[CH2:11]4)[C:8]([C:18]([NH:20][CH3:21])=[O:19])=[C:7]([C:22]([NH2:24])=[O:23])[N:6]=3)=[CH:3][C:2]=1[C:34]#[C:33][C@@:31]([OH:35])([C:28]1[N:27]=[C:26]([CH3:25])[O:30][N:29]=1)[CH3:32]. (4) The product is: [C:25]([C:24]1[CH:23]=[CH:22][C:21]([CH:19]2[C:18]3[C:17](=[O:29])[CH2:16][CH2:15][CH2:14][C:13]=3[N:12]([C:30]3[CH:35]=[CH:34][CH:33]=[C:32]([C:36]([F:39])([F:37])[F:38])[CH:31]=3)[C:11](=[O:10])[N:20]2[C:41]([O:43][C:44]2[CH:45]=[CH:46][C:47]([N+:50]([O-:52])=[O:51])=[CH:48][CH:49]=2)=[O:42])=[CH:28][CH:27]=1)#[N:26]. Given the reactants C(N(CC)C(C)C)(C)C.[O:10]=[C:11]1[NH:20][CH:19]([C:21]2[CH:28]=[CH:27][C:24]([C:25]#[N:26])=[CH:23][CH:22]=2)[C:18]2[C:17](=[O:29])[CH2:16][CH2:15][CH2:14][C:13]=2[N:12]1[C:30]1[CH:35]=[CH:34][CH:33]=[C:32]([C:36]([F:39])([F:38])[F:37])[CH:31]=1.Cl[C:41]([O:43][C:44]1[CH:49]=[CH:48][C:47]([N+:50]([O-:52])=[O:51])=[CH:46][CH:45]=1)=[O:42].O, predict the reaction product. (5) Given the reactants [CH3:1][O:2][N:3]([CH3:11])[C:4]([CH:6]1[CH2:9][C:8](=[O:10])[CH2:7]1)=[O:5].CO.[BH4-].[Na+].Cl, predict the reaction product. The product is: [OH:10][CH:8]1[CH2:9][CH:6]([C:4]([N:3]([O:2][CH3:1])[CH3:11])=[O:5])[CH2:7]1. (6) Given the reactants [C:1]1([CH3:39])[CH:6]=[CH:5][C:4]([N:7]([CH:15]2[CH2:20][CH2:19][N:18]([CH2:21][CH2:22][C:23]3([CH2:29][CH2:30][NH:31]C(=O)OC(C)(C)C)[CH2:28][CH2:27][CH2:26][CH2:25][CH2:24]3)[CH2:17][CH2:16]2)[C:8]([C:10]2[O:11][CH:12]=[CH:13][CH:14]=2)=[O:9])=[CH:3][CH:2]=1.Cl.O1CCOCC1, predict the reaction product. The product is: [NH2:31][CH2:30][CH2:29][C:23]1([CH2:22][CH2:21][N:18]2[CH2:19][CH2:20][CH:15]([N:7]([C:4]3[CH:3]=[CH:2][C:1]([CH3:39])=[CH:6][CH:5]=3)[C:8]([C:10]3[O:11][CH:12]=[CH:13][CH:14]=3)=[O:9])[CH2:16][CH2:17]2)[CH2:28][CH2:27][CH2:26][CH2:25][CH2:24]1. (7) The product is: [NH2:34][CH:1]([C:4]1[C:9]([C:10]2[CH:15]=[CH:14][CH:13]=[C:12]([F:16])[CH:11]=2)=[C:8]([N:17]([S:22]([CH3:25])(=[O:24])=[O:23])[S:18]([CH3:21])(=[O:20])=[O:19])[C:7]([CH3:26])=[C:6]([Cl:27])[CH:5]=1)[CH3:2]. Given the reactants [C:1]([C:4]1[C:9]([C:10]2[CH:15]=[CH:14][CH:13]=[C:12]([F:16])[CH:11]=2)=[C:8]([N:17]([S:22]([CH3:25])(=[O:24])=[O:23])[S:18]([CH3:21])(=[O:20])=[O:19])[C:7]([CH3:26])=[C:6]([Cl:27])[CH:5]=1)(=O)[CH3:2].C([O-])(=O)C.[NH4+].C([BH3-])#[N:34].[Na+], predict the reaction product.